From a dataset of Full USPTO retrosynthesis dataset with 1.9M reactions from patents (1976-2016). Predict the reactants needed to synthesize the given product. (1) Given the product [Br:9][C:10]1[CH:15]=[CH:14][C:13]([C:2]2[S:3][CH:4]=[CH:5][C:6]=2[C:7]#[N:8])=[CH:12][CH:11]=1, predict the reactants needed to synthesize it. The reactants are: I[C:2]1[S:3][CH:4]=[CH:5][C:6]=1[C:7]#[N:8].[Br:9][C:10]1[CH:15]=[CH:14][C:13](B(O)O)=[CH:12][CH:11]=1.C(=O)([O-])[O-].[K+].[K+].N#N. (2) Given the product [CH2:18]([O:17][C:15]([C:2]1[N:3]=[N:4][C:5]([O:8][CH3:9])=[CH:6][CH:7]=1)=[CH2:16])[CH3:19], predict the reactants needed to synthesize it. The reactants are: Cl[C:2]1[N:3]=[N:4][C:5]([O:8][CH3:9])=[CH:6][CH:7]=1.C([Sn](CCCC)(CCCC)[C:15]([O:17][CH2:18][CH3:19])=[CH2:16])CCC. (3) Given the product [CH3:17][C:18]1[C:22]2[C:2]([C:3]([O:5][CH2:6][CH3:7])=[O:4])=[CH:8][C:9]([C:10]3[CH:15]=[CH:14][N:13]=[CH:12][CH:11]=3)=[N:23][C:21]=2[N:20]([CH:24]([CH3:26])[CH3:25])[N:19]=1, predict the reactants needed to synthesize it. The reactants are: O=[C:2]([CH2:8][C:9](=O)[C:10]1[CH:15]=[CH:14][N:13]=[CH:12][CH:11]=1)[C:3]([O:5][CH2:6][CH3:7])=[O:4].[CH3:17][C:18]1[CH:22]=[C:21]([NH2:23])[N:20]([CH:24]([CH3:26])[CH3:25])[N:19]=1.